Task: Predict the reactants needed to synthesize the given product.. Dataset: Full USPTO retrosynthesis dataset with 1.9M reactions from patents (1976-2016) (1) Given the product [Cl:1][C:2]1[CH:3]=[CH:4][C:5]([OH:11])=[C:6]([CH:10]=1)[C:7]([NH:12][C:13]1[CH:18]=[CH:17][C:16]([N:19]2[C:23]([C:24]3[CH:29]=[CH:28][CH:27]=[CH:26][CH:25]=3)=[CH:22][C:21]([C:30]([F:33])([F:32])[F:31])=[N:20]2)=[CH:15][CH:14]=1)=[O:9], predict the reactants needed to synthesize it. The reactants are: [Cl:1][C:2]1[CH:10]=[C:6]([C:7]([OH:9])=O)[C:5]([OH:11])=[CH:4][CH:3]=1.[NH2:12][C:13]1[CH:18]=[CH:17][C:16]([N:19]2[C:23]([C:24]3[CH:29]=[CH:28][CH:27]=[CH:26][CH:25]=3)=[CH:22][C:21]([C:30]([F:33])([F:32])[F:31])=[N:20]2)=[CH:15][CH:14]=1. (2) Given the product [Cl:22][C:12]1[CH:13]=[CH:14][C:8]2[NH:7][CH2:6][CH2:5][C@@H:4]3[CH2:3][N:2]([C:15]([O:17][C:18]([CH3:21])([CH3:20])[CH3:19])=[O:16])[CH2:1][C@H:10]3[C:9]=2[CH:11]=1, predict the reactants needed to synthesize it. The reactants are: [CH2:1]1[C@@H:10]2[C@H:4]([CH2:5][CH2:6][NH:7][C:8]3[CH:14]=[CH:13][CH:12]=[CH:11][C:9]=32)[CH2:3][N:2]1[C:15]([O:17][C:18]([CH3:21])([CH3:20])[CH3:19])=[O:16].[Cl:22]N1C(=O)CCC1=O. (3) Given the product [OH:31][C:8]([CH3:26])([CH3:7])[C:9](=[O:29])[CH2:10][N:11]([C:19]([O:21][C:22]([CH3:25])([CH3:24])[CH3:23])=[O:20])[C:12]([O:14][C:15]([CH3:16])([CH3:17])[CH3:18])=[O:13], predict the reactants needed to synthesize it. The reactants are: [Mn]([O-])(=O)(=O)=O.[K+].[CH3:7][C:8]([CH3:26])=[CH:9][CH2:10][N:11]([C:19]([O:21][C:22]([CH3:25])([CH3:24])[CH3:23])=[O:20])[C:12]([O:14][C:15]([CH3:18])([CH3:17])[CH3:16])=[O:13].C(O)(=[O:29])C.[OH2:31]. (4) Given the product [Cl:13][C:12]1[C:3]2[CH2:2][N:26]([CH2:25][C:23]3[CH:22]=[CH:21][CH:20]=[C:19]([O:18][CH2:17][C:16]([F:28])([F:15])[F:27])[N:24]=3)[C:5](=[O:7])[C:4]=2[CH:9]=[CH:10][N:11]=1, predict the reactants needed to synthesize it. The reactants are: Br[CH2:2][C:3]1[C:12]([Cl:13])=[N:11][CH:10]=[CH:9][C:4]=1[C:5]([O:7]C)=O.Cl.[F:15][C:16]([F:28])([F:27])[CH2:17][O:18][C:19]1[N:24]=[C:23]([CH2:25][NH2:26])[CH:22]=[CH:21][CH:20]=1.